This data is from Forward reaction prediction with 1.9M reactions from USPTO patents (1976-2016). The task is: Predict the product of the given reaction. (1) Given the reactants [CH2:1]([C:3]1([CH2:15][CH3:16])[O:8][C:7](=[O:9])[NH:6][C:5]2[CH:10]=[CH:11][C:12](I)=[CH:13][C:4]1=2)[CH3:2].[Cl:17][C:18]1[CH:19]=[C:20](B(O)O)[CH:21]=[CH:22][CH:23]=1, predict the reaction product. The product is: [Cl:17][C:18]1[CH:23]=[C:22]([C:12]2[CH:11]=[CH:10][C:5]3[NH:6][C:7](=[O:9])[O:8][C:3]([CH2:15][CH3:16])([CH2:1][CH3:2])[C:4]=3[CH:13]=2)[CH:21]=[CH:20][CH:19]=1. (2) Given the reactants CS([C:4]1[N:16]=[CH:15][C:7]2=[CH:8][C:9]3[C:14]([N:6]2[N:5]=1)=[CH:13][CH:12]=[CH:11][CH:10]=3)=O.[CH2:17]1[N:22]([C:23]2[CH:28]=[CH:27][C:26]([NH2:29])=[CH:25][CH:24]=2)[CH2:21][CH2:20][O:19][CH2:18]1.CN1CCCC1=O, predict the reaction product. The product is: [N:22]1([C:23]2[CH:24]=[CH:25][C:26]([NH:29][C:4]3[N:16]=[CH:15][C:7]4=[CH:8][C:9]5[C:14]([N:6]4[N:5]=3)=[CH:13][CH:12]=[CH:11][CH:10]=5)=[CH:27][CH:28]=2)[CH2:21][CH2:20][O:19][CH2:18][CH2:17]1. (3) Given the reactants [NH2:1][C:2]1[CH:7]=[CH:6][C:5]([S:8][C:9]2[CH:10]=[C:11]([NH:15][S:16]([C:19]3[CH:24]=[CH:23][CH:22]=[CH:21][CH:20]=3)(=[O:18])=[O:17])[CH:12]=[CH:13][CH:14]=2)=[CH:4][C:3]=1[CH2:25][NH:26][CH2:27][CH2:28][CH3:29].[N:30]#[C:31]Br, predict the reaction product. The product is: [NH2:30][C:31]1[N:26]([CH2:27][CH2:28][CH3:29])[CH2:25][C:3]2[C:2](=[CH:7][CH:6]=[C:5]([S:8][C:9]3[CH:10]=[C:11]([NH:15][S:16]([C:19]4[CH:24]=[CH:23][CH:22]=[CH:21][CH:20]=4)(=[O:18])=[O:17])[CH:12]=[CH:13][CH:14]=3)[CH:4]=2)[N:1]=1. (4) Given the reactants [Li+].[OH-].C[O:4][C:5](=[O:14])[C:6]1[CH:11]=[CH:10][C:9]([C:12]#[CH:13])=[CH:8][CH:7]=1.O, predict the reaction product. The product is: [C:12]([C:9]1[CH:10]=[CH:11][C:6]([C:5]([OH:14])=[O:4])=[CH:7][CH:8]=1)#[CH:13]. (5) The product is: [CH3:38][NH:40][C:27](=[O:28])[NH:26][C:24]1[S:25][C:21]([C:10]2[N:9]=[C:8]([N:3]3[CH2:4][CH2:5][O:6][CH2:7][C@@H:2]3[CH3:1])[CH:13]=[C:12]([C:14]([S:17]([CH3:20])(=[O:19])=[O:18])([CH3:16])[CH3:15])[N:11]=2)=[CH:22][N:23]=1. Given the reactants [CH3:1][C@H:2]1[CH2:7][O:6][CH2:5][CH2:4][N:3]1[C:8]1[CH:13]=[C:12]([C:14]([S:17]([CH3:20])(=[O:19])=[O:18])([CH3:16])[CH3:15])[N:11]=[C:10]([C:21]2[S:25][C:24]([NH:26][C:27](=O)[O:28]C3C=CC=CC=3)=[N:23][CH:22]=2)[N:9]=1.CN.[CH2:38]([N:40](CC)CC)C, predict the reaction product.